From a dataset of hERG potassium channel inhibition data for cardiac toxicity prediction from Karim et al.. Regression/Classification. Given a drug SMILES string, predict its toxicity properties. Task type varies by dataset: regression for continuous values (e.g., LD50, hERG inhibition percentage) or binary classification for toxic/non-toxic outcomes (e.g., AMES mutagenicity, cardiotoxicity, hepatotoxicity). Dataset: herg_karim. The molecule is Nc1ccc(C(=O)Nc2cccc(-c3nc(N4CCOCC4)c4oc5ncccc5c4n3)c2)cn1. The result is 0 (non-blocker).